From a dataset of Forward reaction prediction with 1.9M reactions from USPTO patents (1976-2016). Predict the product of the given reaction. Given the reactants [C:1]([C:3]1[CH:4]=[C:5]([CH:19]=[CH:20][CH:21]=1)[CH2:6][NH:7][C:8]1[CH:13]=[CH:12][CH:11]=[CH:10][C:9]=1/[CH:14]=[CH:15]/[C:16](O)=[O:17])#[N:2].CN1CCOCC1.[NH2:29][OH:30].Cl, predict the reaction product. The product is: [C:1]([C:3]1[CH:4]=[C:5]([CH:19]=[CH:20][CH:21]=1)[CH2:6][NH:7][C:8]1[CH:13]=[CH:12][CH:11]=[CH:10][C:9]=1/[CH:14]=[CH:15]/[C:16]([NH:29][OH:30])=[O:17])#[N:2].